Dataset: Forward reaction prediction with 1.9M reactions from USPTO patents (1976-2016). Task: Predict the product of the given reaction. (1) Given the reactants [NH2:1][C:2]1[N:7]=[C:6]([C:8]2[S:12][C:11]3[CH:13]=[CH:14][C:15]([C:17]([OH:19])=O)=[CH:16][C:10]=3[C:9]=2[CH3:20])[CH:5]=[CH:4][N:3]=1.[NH2:21][C:22]1[CH:23]=[C:24]([NH:28][C:29](=[O:31])[CH3:30])[CH:25]=[CH:26][CH:27]=1.CN(C(ON1N=NC2C=CC=NC1=2)=[N+](C)C)C.F[P-](F)(F)(F)(F)F.CN(C=O)C, predict the reaction product. The product is: [C:29]([NH:28][C:24]1[CH:23]=[C:22]([NH:21][C:17]([C:15]2[CH:14]=[CH:13][C:11]3[S:12][C:8]([C:6]4[CH:5]=[CH:4][N:3]=[C:2]([NH2:1])[N:7]=4)=[C:9]([CH3:20])[C:10]=3[CH:16]=2)=[O:19])[CH:27]=[CH:26][CH:25]=1)(=[O:31])[CH3:30]. (2) Given the reactants Cl[CH2:2][CH2:3][N:4]([CH3:6])[CH3:5].[H-].[Na+].[OH:9][CH2:10][C@@H:11]1[CH2:20][C:19]2[C:14](=[CH:15][CH:16]=[CH:17][CH:18]=2)[CH2:13][N:12]1[C:21](=[O:23])[CH3:22].[NH4+].[Cl-], predict the reaction product. The product is: [CH3:5][N:4]([CH3:6])[CH2:3][CH2:2][O:9][CH2:10][C@@H:11]1[CH2:20][C:19]2[C:14](=[CH:15][CH:16]=[CH:17][CH:18]=2)[CH2:13][N:12]1[C:21](=[O:23])[CH3:22]. (3) Given the reactants Br[C:2]1[CH:7]=[CH:6][C:5]([O:8][CH2:9][CH2:10][O:11][CH3:12])=[CH:4][N:3]=1.C1C=CC(P(C2C(C3C(P(C4C=CC=CC=4)C4C=CC=CC=4)=CC=C4C=3C=CC=C4)=C3C(C=CC=C3)=CC=2)C2C=CC=CC=2)=CC=1.[CH3:59][N:60]1[CH:64]=[CH:63][C:62]([NH2:65])=[N:61]1.C1(C)C=CC=CC=1, predict the reaction product. The product is: [CH3:12][O:11][CH2:10][CH2:9][O:8][C:5]1[CH:6]=[CH:7][C:2]([NH:65][C:62]2[CH:63]=[CH:64][N:60]([CH3:59])[N:61]=2)=[N:3][CH:4]=1. (4) The product is: [F:24][C:20]1[CH:19]=[C:18]2[C:23](/[C:15](=[C:10]3/[CH:9]=[C:8]([C:33]4[CH:34]=[CH:35][C:30]([C:28]([O:27][CH3:26])=[O:29])=[CH:31][CH:32]=4)[C:12]([CH3:14])([CH3:13])[O:11]/3)/[C:16](=[O:25])[NH:17]2)=[CH:22][CH:21]=1. Given the reactants O1CCOCC1.Br[C:8]1[C:12]([CH3:14])([CH3:13])[O:11]/[C:10](=[C:15]2/[C:16](=[O:25])[NH:17][C:18]3[C:23]/2=[CH:22][CH:21]=[C:20]([F:24])[CH:19]=3)/[CH:9]=1.[CH3:26][O:27][C:28]([C:30]1[CH:35]=[CH:34][C:33](B(O)O)=[CH:32][CH:31]=1)=[O:29].C([O-])([O-])=O.[Na+].[Na+], predict the reaction product. (5) Given the reactants FC(F)(F)C(O)=O.[NH2:8][C:9]1[CH:10]=[C:11]2[C:15](=[CH:16][CH:17]=1)[NH:14][C:13]([C:18]([NH:20][CH2:21][C:22]1[CH:27]=[CH:26][C:25]([Cl:28])=[C:24]([O:29][C:30]3[CH:35]=[C:34]([C:36]#[N:37])[CH:33]=[C:32]([Cl:38])[CH:31]=3)[C:23]=1[F:39])=[O:19])=[CH:12]2.[CH3:40][C:41]([O:44][C:45]([NH:47][CH2:48][CH2:49][C:50](O)=[O:51])=[O:46])([CH3:43])[CH3:42].CCN(C(C)C)C(C)C.O=C1N(P(Cl)(N2CCOC2=O)=O)CCO1, predict the reaction product. The product is: [Cl:28][C:25]1[CH:26]=[CH:27][C:22]([CH2:21][NH:20][C:18]([C:13]2[NH:14][C:15]3[C:11]([CH:12]=2)=[CH:10][C:9]([NH:8][C:50](=[O:51])[CH2:49][CH2:48][NH:47][C:45](=[O:46])[O:44][C:41]([CH3:40])([CH3:42])[CH3:43])=[CH:17][CH:16]=3)=[O:19])=[C:23]([F:39])[C:24]=1[O:29][C:30]1[CH:35]=[C:34]([C:36]#[N:37])[CH:33]=[C:32]([Cl:38])[CH:31]=1. (6) Given the reactants [Cl:1][C:2]1[N:7]=[C:6]([N:8]([CH3:28])[C:9]2[CH:27]=[CH:26][C:12]3[N:13]([CH3:25])[C:14]([NH:16][CH2:17][C:18]4[CH:23]=[CH:22][CH:21]=[C:20]([F:24])[CH:19]=4)=[N:15][C:11]=3[CH:10]=2)[CH:5]=[CH:4][N:3]=1.[NH2:29][C:30]1[CH:31]=[CH:32][C:33]([CH3:40])=[C:34]([S:36]([NH2:39])(=[O:38])=[O:37])[CH:35]=1, predict the reaction product. The product is: [ClH:1].[F:24][C:20]1[CH:19]=[C:18]([CH:23]=[CH:22][CH:21]=1)[CH2:17][NH:16][C:14]1[N:13]([CH3:25])[C:12]2[CH:26]=[CH:27][C:9]([N:8]([CH3:28])[C:6]3[CH:5]=[CH:4][N:3]=[C:2]([NH:29][C:30]4[CH:31]=[CH:32][C:33]([CH3:40])=[C:34]([S:36]([NH2:39])(=[O:37])=[O:38])[CH:35]=4)[N:7]=3)=[CH:10][C:11]=2[N:15]=1. (7) Given the reactants [N:1]1([CH2:6][CH2:7][OH:8])[CH2:5][CH2:4][CH2:3][CH2:2]1.[H-].[Na+].[Br:11][C:12]1[CH:17]=[CH:16][N:15]=[C:14](Cl)[CH:13]=1.O, predict the reaction product. The product is: [Br:11][C:12]1[CH:17]=[CH:16][N:15]=[C:14]([O:8][CH2:7][CH2:6][N:1]2[CH2:5][CH2:4][CH2:3][CH2:2]2)[CH:13]=1. (8) Given the reactants [CH:1]1([O:6]/[N:7]=[C:8](\[C:12]2[CH:17]=[CH:16][C:15]([Cl:18])=[C:14]([Cl:19])[CH:13]=2)/[C:9]([OH:11])=O)[CH2:5][CH2:4][CH2:3][CH2:2]1.[NH2:20][C:21]1[S:22][C:23]2[CH:29]=[CH:28][CH:27]=[CH:26][C:24]=2[N:25]=1.C(N(CC)C(C)C)(C)C, predict the reaction product. The product is: [S:22]1[C:23]2[CH:29]=[CH:28][CH:27]=[CH:26][C:24]=2[N:25]=[C:21]1[NH:20][C:9](=[O:11])/[C:8](=[N:7]/[O:6][CH:1]1[CH2:2][CH2:3][CH2:4][CH2:5]1)/[C:12]1[CH:17]=[CH:16][C:15]([Cl:18])=[C:14]([Cl:19])[CH:13]=1. (9) Given the reactants Cl[C:2]1[CH:3]=[CH:4][C:5]2[N:6]([C:8]([CH2:11][C:12]3[CH:13]=[C:14]4[C:19](=[CH:20][CH:21]=3)[N:18]=[CH:17][CH:16]=[CH:15]4)=[N:9][N:10]=2)[N:7]=1.[F:22][C:23]1[CH:24]=[C:25]([OH:30])[CH:26]=[CH:27][C:28]=1[F:29].C([O-])([O-])=O.[Cs+].[Cs+], predict the reaction product. The product is: [F:22][C:23]1[CH:24]=[C:25]([CH:26]=[CH:27][C:28]=1[F:29])[O:30][C:2]1[CH:3]=[CH:4][C:5]2[N:6]([C:8]([CH2:11][C:12]3[CH:13]=[C:14]4[C:19](=[CH:20][CH:21]=3)[N:18]=[CH:17][CH:16]=[CH:15]4)=[N:9][N:10]=2)[N:7]=1. (10) Given the reactants [OH:1][C:2]1[CH:7]=[CH:6][C:5]([CH2:8][CH2:9][CH:10]([CH2:15][CH2:16][CH2:17][C:18]2[CH:23]=[CH:22][CH:21]=[CH:20][CH:19]=2)[C:11]([O:13][CH3:14])=[O:12])=[CH:4][CH:3]=1.N1C=CC=CC=1.[F:30][C:31]1[CH:36]=[CH:35][C:34](B(O)O)=[CH:33][CH:32]=1.O, predict the reaction product. The product is: [F:30][C:31]1[CH:36]=[CH:35][C:34]([O:1][C:2]2[CH:3]=[CH:4][C:5]([CH2:8][CH2:9][CH:10]([CH2:15][CH2:16][CH2:17][C:18]3[CH:19]=[CH:20][CH:21]=[CH:22][CH:23]=3)[C:11]([O:13][CH3:14])=[O:12])=[CH:6][CH:7]=2)=[CH:33][CH:32]=1.